This data is from Reaction yield outcomes from USPTO patents with 853,638 reactions. The task is: Predict the reaction yield, written as a fraction of the theoretical maximum amount of product (1.0 means a 100% yield; for example, 0.34 means a 34% yield). (1) The reactants are [CH:1]1[C:11]2[CH2:10][CH2:9][C:8]3[CH:12]=[CH:13][CH:14]=[CH:15][C:7]=3[C:6](=[CH:16][C:17]3[N:22]=[C:21]([NH2:23])[CH:20]=[CH:19][CH:18]=3)[C:5]=2[CH:4]=[CH:3][CH:2]=1.C(N(CC)CC)C.[CH3:31][S:32](Cl)(=[O:34])=[O:33].Cl. The catalyst is C(Cl)Cl. The product is [CH:12]1[C:8]2[CH2:9][CH2:10][C:11]3[CH:1]=[CH:2][CH:3]=[CH:4][C:5]=3[C:6](=[CH:16][C:17]3[N:22]=[C:21]([NH:23][S:32]([CH3:31])(=[O:34])=[O:33])[CH:20]=[CH:19][CH:18]=3)[C:7]=2[CH:15]=[CH:14][CH:13]=1. The yield is 0.690. (2) The product is [CH2:11]([C:8]1[O:9][C:10]2[C:2]([F:1])=[CH:3][CH:4]=[CH:5][C:6]=2[CH:7]=1)[CH3:12]. The yield is 0.540. The reactants are [F:1][C:2]1[C:10]2[O:9][C:8]([C:11](=O)[CH3:12])=[CH:7][C:6]=2[CH:5]=[CH:4][CH:3]=1.NN.[OH-].[K+]. No catalyst specified. (3) The reactants are [CH2:1]([O:3][C:4]1[N:5]([CH2:12][C:13]2[CH:18]=[CH:17][C:16]([C:19]3[C:20]([C:25]#[N:26])=[CH:21][CH:22]=[CH:23][CH:24]=3)=[CH:15][CH:14]=2)[C:6](=[O:11])[CH:7]=[C:8]([CH3:10])[N:9]=1)[CH3:2].C([O-])(=O)C.[Na+].[Br:32]Br. The catalyst is C(O)(=O)C.C(OCC)(=O)C. The product is [Br:32][C:7]1[C:6](=[O:11])[N:5]([CH2:12][C:13]2[CH:18]=[CH:17][C:16]([C:19]3[C:20]([C:25]#[N:26])=[CH:21][CH:22]=[CH:23][CH:24]=3)=[CH:15][CH:14]=2)[C:4]([O:3][CH2:1][CH3:2])=[N:9][C:8]=1[CH3:10]. The yield is 0.940. (4) The reactants are C[O:2][C:3]1[CH:4]=[C:5]2[C:10](=[CH:11][CH:12]=1)[C@@H:9]([C:13]1[CH:26]=[CH:25][C:16]([O:17][CH2:18][CH2:19][N:20]3[CH2:24][CH2:23][CH2:22][CH2:21]3)=[CH:15][CH:14]=1)[C@@H:8]([C:27]1[CH:32]=[CH:31][CH:30]=[CH:29][CH:28]=1)[CH2:7][CH2:6]2.B(Br)(Br)Br.C(=O)(O)[O-].[Na+]. The catalyst is C(Cl)Cl. The product is [CH:30]1[CH:31]=[CH:32][C:27]([C@@H:8]2[C@H:9]([C:13]3[CH:14]=[CH:15][C:16]([O:17][CH2:18][CH2:19][N:20]4[CH2:24][CH2:23][CH2:22][CH2:21]4)=[CH:25][CH:26]=3)[C:10]3[CH:11]=[CH:12][C:3]([OH:2])=[CH:4][C:5]=3[CH2:6][CH2:7]2)=[CH:28][CH:29]=1. The yield is 0.740. (5) The reactants are Cl.Cl.[NH:3]1[CH2:8][CH2:7][CH:6]([O:9][C:10]2[CH:25]=[CH:24][C:13]([O:14][CH2:15][CH2:16][CH2:17][N:18]3[CH2:23][CH2:22][CH2:21][CH2:20][CH2:19]3)=[CH:12][CH:11]=2)[CH2:5][CH2:4]1.[Cl:26]CCl.Cl[C:30]([O:32][CH2:33][CH3:34])=[O:31]. The catalyst is C(N(CC)CC)C. The product is [ClH:26].[CH2:33]([O:32][C:30]([N:3]1[CH2:4][CH2:5][CH:6]([O:9][C:10]2[CH:11]=[CH:12][C:13]([O:14][CH2:15][CH2:16][CH2:17][N:18]3[CH2:23][CH2:22][CH2:21][CH2:20][CH2:19]3)=[CH:24][CH:25]=2)[CH2:7][CH2:8]1)=[O:31])[CH3:34]. The yield is 0.800. (6) The reactants are [CH3:1][C:2]1[C:7]([CH3:8])=[CH:6][C:5]([NH:9][CH2:10][CH2:11][CH3:12])=[C:4]([N+:13]([O-])=O)[CH:3]=1. The catalyst is C1COCC1.[Pd]. The product is [CH3:1][C:2]1[CH:3]=[C:4]([NH2:13])[C:5]([NH:9][CH2:10][CH2:11][CH3:12])=[CH:6][C:7]=1[CH3:8]. The yield is 0.660. (7) The reactants are [O:1]1[CH2:5][CH2:4][O:3][CH:2]1[C:6]1[CH:7]=[CH:8][C:9]2[O:13][C:12](=[O:14])[NH:11][C:10]=2[CH:15]=1.C([O-])([O-])=O.[K+].[K+].[CH3:22][O:23][C:24]1[CH:25]=[C:26]([CH:29]=[CH:30][CH:31]=1)[CH2:27]Br. The catalyst is CN(C=O)C. The product is [O:3]1[CH2:4][CH2:5][O:1][CH:2]1[C:6]1[CH:7]=[CH:8][C:9]2[O:13][C:12](=[O:14])[N:11]([CH2:27][C:26]3[CH:29]=[CH:30][CH:31]=[C:24]([O:23][CH3:22])[CH:25]=3)[C:10]=2[CH:15]=1. The yield is 0.760.